Task: Predict the reaction yield, written as a fraction of the theoretical maximum amount of product (1.0 means a 100% yield; for example, 0.34 means a 34% yield).. Dataset: Reaction yield outcomes from USPTO patents with 853,638 reactions The reactants are [CH2:1]([C:3]1[C:12]2[CH2:11][CH2:10][CH2:9][CH2:8][C:7]=2[C:6]([N:13]2[C:17]([CH2:18][F:19])=[N:16][N:15]=[C:14]2[SH:20])=[CH:5][CH:4]=1)[CH3:2].C([O-])([O-])=O.[K+].[K+].Cl[CH2:28][C:29]([NH:31][C:32]1[CH:37]=[CH:36][C:35]([S:38](=[O:41])(=[O:40])[NH2:39])=[CH:34][C:33]=1[Cl:42])=[O:30].O. The catalyst is CN(C=O)C. The product is [Cl:42][C:33]1[CH:34]=[C:35]([S:38](=[O:41])(=[O:40])[NH2:39])[CH:36]=[CH:37][C:32]=1[NH:31][C:29](=[O:30])[CH2:28][S:20][C:14]1[N:13]([C:6]2[C:7]3[CH2:8][CH2:9][CH2:10][CH2:11][C:12]=3[C:3]([CH2:1][CH3:2])=[CH:4][CH:5]=2)[C:17]([CH2:18][F:19])=[N:16][N:15]=1. The yield is 0.470.